From a dataset of Reaction yield outcomes from USPTO patents with 853,638 reactions. Predict the reaction yield, written as a fraction of the theoretical maximum amount of product (1.0 means a 100% yield; for example, 0.34 means a 34% yield). (1) The reactants are [CH2:1]([O:8][C:9]([NH:11][C:12]1[CH:13]=[C:14]([S:19]([NH2:22])(=[O:21])=[O:20])[CH:15]=[CH:16][C:17]=1[CH3:18])=[O:10])[C:2]1[CH:7]=[CH:6][CH:5]=[CH:4][CH:3]=1.[Cl:23][C:24]1[CH:25]=[C:26]([NH:40][C:41](OC2C=CC=CC=2)=[O:42])[C:27](=[CH:38][CH:39]=1)[C:28]([O:30][CH2:31][C:32]1[CH:37]=[CH:36][CH:35]=[CH:34][CH:33]=1)=[O:29]. No catalyst specified. The product is [CH2:1]([O:8][C:9]([NH:11][C:12]1[CH:13]=[C:14]([S:19]([NH:22][C:41]([NH:40][C:26]2[CH:25]=[C:24]([Cl:23])[CH:39]=[CH:38][C:27]=2[C:28]([O:30][CH2:31][C:32]2[CH:37]=[CH:36][CH:35]=[CH:34][CH:33]=2)=[O:29])=[O:42])(=[O:21])=[O:20])[CH:15]=[CH:16][C:17]=1[CH3:18])=[O:10])[C:2]1[CH:7]=[CH:6][CH:5]=[CH:4][CH:3]=1. The yield is 0.620. (2) The reactants are [NH2:1][C:2]1[C:7]([N+:8]([O-])=O)=[CH:6][C:5]([N:11]2[CH2:16][CH2:15][N:14]([C:17](=[O:19])[CH3:18])[CH2:13][CH2:12]2)=[CH:4][C:3]=1[CH3:20].CO.[H][H]. The catalyst is [Pd].C(O)(=O)C. The product is [NH2:8][C:7]1[CH:6]=[C:5]([N:11]2[CH2:12][CH2:13][N:14]([C:17](=[O:19])[CH3:18])[CH2:15][CH2:16]2)[CH:4]=[C:3]([CH3:20])[C:2]=1[NH2:1]. The yield is 1.00. (3) The reactants are [C:1]1([N:7]([CH2:25][O:26][CH2:27][CH2:28][Si:29]([CH3:32])([CH3:31])[CH3:30])[C:8]([C:10]2[N:15]=[CH:14][C:13](B3OC(C)(C)C(C)(C)O3)=[CH:12][N:11]=2)=[O:9])[CH:6]=[CH:5][CH:4]=[CH:3][CH:2]=1.FC(F)(F)S(O[C:39](=[CH2:44])[C:40]([O:42][CH3:43])=[O:41])(=O)=O.C(=O)([O-])[O-].[Na+].[Na+]. The catalyst is C1(C)C=CC=CC=1.C1C=CC([P]([Pd]([P](C2C=CC=CC=2)(C2C=CC=CC=2)C2C=CC=CC=2)([P](C2C=CC=CC=2)(C2C=CC=CC=2)C2C=CC=CC=2)[P](C2C=CC=CC=2)(C2C=CC=CC=2)C2C=CC=CC=2)(C2C=CC=CC=2)C2C=CC=CC=2)=CC=1. The product is [C:1]1([N:7]([CH2:25][O:26][CH2:27][CH2:28][Si:29]([CH3:31])([CH3:32])[CH3:30])[C:8]([C:10]2[N:15]=[CH:14][C:13]([C:39](=[CH2:44])[C:40]([O:42][CH3:43])=[O:41])=[CH:12][N:11]=2)=[O:9])[CH:6]=[CH:5][CH:4]=[CH:3][CH:2]=1. The yield is 0.650.